This data is from Reaction yield outcomes from USPTO patents with 853,638 reactions. The task is: Predict the reaction yield, written as a fraction of the theoretical maximum amount of product (1.0 means a 100% yield; for example, 0.34 means a 34% yield). The product is [F:11][C:10]([F:12])([F:13])[C:9]1[CH:8]=[CH:7][CH:6]=[C:3]2[C:2]=1[NH:16][N:15]=[C:4]2[NH2:5]. The reactants are F[C:2]1[C:9]([C:10]([F:13])([F:12])[F:11])=[CH:8][CH:7]=[CH:6][C:3]=1[C:4]#[N:5].O.[NH2:15][NH2:16]. The yield is 1.00. The catalyst is C(O)C.